Dataset: Catalyst prediction with 721,799 reactions and 888 catalyst types from USPTO. Task: Predict which catalyst facilitates the given reaction. (1) Reactant: Cl.[CH2:2]([C:4]1[S:24][C:7]2[N:8]=[C:9]([S:18][CH2:19][C:20]([O:22][CH3:23])=[O:21])[N:10]=[C:11]([N:12]3[CH2:17][CH2:16][NH:15][CH2:14][CH2:13]3)[C:6]=2[CH:5]=1)[CH3:3].C(N(C(C)C)CC)(C)C.[F:34][C:35]1[CH:36]=[C:37]([CH:41]=[C:42]([F:44])[CH:43]=1)[C:38](Cl)=[O:39]. Product: [F:34][C:35]1[CH:36]=[C:37]([CH:41]=[C:42]([F:44])[CH:43]=1)[C:38]([N:15]1[CH2:16][CH2:17][N:12]([C:11]2[C:6]3[CH:5]=[C:4]([CH2:2][CH3:3])[S:24][C:7]=3[N:8]=[C:9]([S:18][CH2:19][C:20]([O:22][CH3:23])=[O:21])[N:10]=2)[CH2:13][CH2:14]1)=[O:39]. The catalyst class is: 3. (2) Product: [CH2:14]([NH:21][CH2:6][C@H:7]1[CH2:11][O:10][C:9]([CH3:12])([CH3:13])[O:8]1)[C:15]1[CH:20]=[CH:19][CH:18]=[CH:17][CH:16]=1. The catalyst class is: 23. Reactant: CS(O[CH2:6][C@H:7]1[CH2:11][O:10][C:9]([CH3:13])([CH3:12])[O:8]1)(=O)=O.[CH2:14]([NH2:21])[C:15]1[CH:20]=[CH:19][CH:18]=[CH:17][CH:16]=1.